This data is from Reaction yield outcomes from USPTO patents with 853,638 reactions. The task is: Predict the reaction yield, written as a fraction of the theoretical maximum amount of product (1.0 means a 100% yield; for example, 0.34 means a 34% yield). (1) The reactants are [Cl:1][C:2]1[CH:11]=[C:10]([CH3:12])[C:9]([N+:13]([O-])=O)=[CH:8][C:3]=1[C:4]([O:6][CH3:7])=[O:5]. The catalyst is [Pd]. The product is [NH2:13][C:9]1[C:10]([CH3:12])=[CH:11][C:2]([Cl:1])=[C:3]([CH:8]=1)[C:4]([O:6][CH3:7])=[O:5]. The yield is 0.950. (2) The catalyst is C(#N)C.C(OCC)(=O)C. The yield is 0.400. The reactants are [CH3:1][C:2]1[CH:7]=[CH:6][C:5]([NH2:8])=[CH:4][CH:3]=1.[Br:9][C:10]1[CH:11]=[C:12]([CH:15]=[CH:16][CH:17]=1)[CH:13]=O.[CH2:18]=[C:19]([CH3:21])[CH3:20].FC(F)(F)S([O-])(=O)=O.[Yb+3].FC(F)(F)S([O-])(=O)=O.FC(F)(F)S([O-])(=O)=O. The product is [Br:9][C:10]1[CH:11]=[C:12]([CH:13]2[CH2:18][C:19]([CH3:21])([CH3:20])[C:6]3[C:5](=[CH:4][CH:3]=[C:2]([CH3:1])[CH:7]=3)[NH:8]2)[CH:15]=[CH:16][CH:17]=1. (3) The reactants are C([SiH2][O:6][C:7](C)(C)[C@H:8]1[CH2:13][CH2:12][C@H:11]([CH2:14][C:15]#[N:16])[CH2:10][CH2:9]1)(C)(C)C.C(Cl)(Cl)[Cl:20]. The catalyst is C(O)C.[Pt](=O)=O. The product is [ClH:20].[NH2:16][CH2:15][CH2:14][C@H:11]1[CH2:12][CH2:13][C@H:8]([CH2:7][OH:6])[CH2:9][CH2:10]1. The yield is 0.973. (4) The reactants are [CH3:1][C:2]1[CH:7]=[CH:6][CH:5]=[C:4]([CH3:8])[N+:3]=1[O-].[ClH:10]. No catalyst specified. The product is [Cl:10][C:6]1[CH:7]=[C:2]([CH3:1])[N:3]=[C:4]([CH3:8])[CH:5]=1. The yield is 0.330. (5) The reactants are [CH3:1][N:2]1[CH2:7][CH2:6][N:5]([C:8]2[CH:9]=[CH:10][C:11]([N+:15]([O-])=O)=[C:12]([CH:14]=2)[NH2:13])[CH2:4][CH2:3]1.Cl.C(O[C:22](=N)[CH2:23][C:24]([O:26][CH2:27][CH3:28])=[O:25])C.Cl.[OH-].[Na+]. No catalyst specified. The product is [CH2:27]([O:26][C:24](=[O:25])[CH2:23][C:22]1[NH:13][C:12]2[CH:14]=[C:8]([N:5]3[CH2:6][CH2:7][N:2]([CH3:1])[CH2:3][CH2:4]3)[CH:9]=[CH:10][C:11]=2[N:15]=1)[CH3:28]. The yield is 0.741. (6) The reactants are CCN(C(C)C)C(C)C.C(SC(=O)[CH2:19][CH2:20][C@H:21]([NH:32][C:33]([O:35][C:36]([CH3:39])([CH3:38])[CH3:37])=[O:34])[C:22]([O:24][CH2:25][C:26]1[CH:31]=[CH:30][CH:29]=[CH:28][CH:27]=1)=[O:23])C1C=CC=CC=1.Cl.[NH2:42][C@@H:43]([CH2:49][SH:50])[C:44]([O:46][CH2:47][CH3:48])=[O:45].C(CCP(CCC(O)=O)CCC(O)=O)(O)=[O:52]. The catalyst is CN(C=O)C.O. The product is [C:36]([O:35][C:33]([NH:32][C@@H:21]([CH2:20][C:19]([NH:42][C@@H:43]([CH2:49][SH:50])[C:44]([O:46][CH2:47][CH3:48])=[O:45])=[O:52])[C:22]([O:24][CH2:25][C:26]1[CH:27]=[CH:28][CH:29]=[CH:30][CH:31]=1)=[O:23])=[O:34])([CH3:37])([CH3:38])[CH3:39]. The yield is 0.880. (7) The reactants are [F:1][CH:2](S(C1C=CC=CC=1)(=O)=O)[C:3]1([N:14]2[CH:18]=[C:17]([C:19]3[C:20]4[CH:27]=[CH:26][N:25]([CH2:28][O:29][CH2:30][CH2:31][Si:32]([CH3:35])([CH3:34])[CH3:33])[C:21]=4[N:22]=[CH:23][N:24]=3)[CH:16]=[N:15]2)[CH2:6][N:5]([C:7]([O:9][C:10]([CH3:13])([CH3:12])[CH3:11])=[O:8])[CH2:4]1.P([O-])([O-])(O)=O.[Na+].[Na+].CO. The catalyst is CCOC(C)=O.[Na].[Hg]. The product is [F:1][CH2:2][C:3]1([N:14]2[CH:18]=[C:17]([C:19]3[C:20]4[CH:27]=[CH:26][N:25]([CH2:28][O:29][CH2:30][CH2:31][Si:32]([CH3:35])([CH3:33])[CH3:34])[C:21]=4[N:22]=[CH:23][N:24]=3)[CH:16]=[N:15]2)[CH2:4][N:5]([C:7]([O:9][C:10]([CH3:11])([CH3:13])[CH3:12])=[O:8])[CH2:6]1. The yield is 0.492.